Regression. Given a peptide amino acid sequence and an MHC pseudo amino acid sequence, predict their binding affinity value. This is MHC class II binding data. From a dataset of Peptide-MHC class II binding affinity with 134,281 pairs from IEDB. (1) The peptide sequence is EEGSRAYRNALSMMP. The MHC is HLA-DQA10201-DQB10303 with pseudo-sequence HLA-DQA10201-DQB10303. The binding affinity (normalized) is 0.387. (2) The peptide sequence is CTMLVCGDDLVVICESAGVQ. The MHC is DRB1_1501 with pseudo-sequence DRB1_1501. The binding affinity (normalized) is 0.660. (3) The peptide sequence is GSYEVKATGSASSMING. The MHC is DRB1_0802 with pseudo-sequence DRB1_0802. The binding affinity (normalized) is 0.607. (4) The peptide sequence is TSKLDAAYKLAYKTAEGATP. The MHC is HLA-DQA10501-DQB10201 with pseudo-sequence HLA-DQA10501-DQB10201. The binding affinity (normalized) is 0.157. (5) The binding affinity (normalized) is 0.772. The peptide sequence is EKKYFAATQFEMLAA. The MHC is DRB1_1001 with pseudo-sequence DRB1_1001. (6) The peptide sequence is GKNLVFSPGRKNGSF. The MHC is HLA-DQA10303-DQB10402 with pseudo-sequence HLA-DQA10303-DQB10402. The binding affinity (normalized) is 0.258. (7) The peptide sequence is TPESATPFPHRKGVL. The MHC is HLA-DQA10101-DQB10501 with pseudo-sequence HLA-DQA10101-DQB10501. The binding affinity (normalized) is 0.0938. (8) The peptide sequence is AFKVAATIANAAPAN. The MHC is HLA-DPA10201-DPB11401 with pseudo-sequence HLA-DPA10201-DPB11401. The binding affinity (normalized) is 0.812.